From a dataset of Forward reaction prediction with 1.9M reactions from USPTO patents (1976-2016). Predict the product of the given reaction. (1) Given the reactants [F:1][C:2]1[CH:3]=[C:4]([C:11]([CH3:22])([CH3:21])[CH2:12][C:13]([OH:20])([C:16]([F:19])([F:18])[F:17])[CH:14]=O)[C:5]2[O:9][CH2:8][CH2:7][C:6]=2[CH:10]=1.[NH2:23][C:24]1[C:33]([F:34])=[CH:32][CH:31]=[C:30]2[C:25]=1[CH:26]=[CH:27][C:28]([CH3:35])=[N:29]2.C([BH3-])#N.[Na+], predict the reaction product. The product is: [F:34][C:33]1[C:24]([NH:23][CH2:14][C:13]([OH:20])([C:16]([F:17])([F:19])[F:18])[CH2:12][C:11]([C:4]2[C:5]3[O:9][CH2:8][CH2:7][C:6]=3[CH:10]=[C:2]([F:1])[CH:3]=2)([CH3:21])[CH3:22])=[C:25]2[C:30](=[CH:31][CH:32]=1)[N:29]=[C:28]([CH3:35])[CH:27]=[CH:26]2. (2) Given the reactants [NH2:1][C:2]1[C:3]([C:39](OC)=[O:40])=[N:4][C:5]([C:15]2[CH:20]=[CH:19][CH:18]=[C:17]([O:21][Si](C(C)(C)C)(C3C=CC=CC=3)C3C=CC=CC=3)[CH:16]=2)=[N:6][C:7]=1[NH:8][CH:9]1[CH2:14][CH2:13][O:12][CH2:11][CH2:10]1.[NH2:43]C1C(C(OC)=O)=NC(Cl)=NC=1NC1CCOCC1.C([Si](C(C)C)(C(C)C)[O:66][C:67]1C=CC=C([Sn](C)(C)C)C=1)(C)C, predict the reaction product. The product is: [OH:21][C:17]1[CH:16]=[C:15]([C:5]2[N:6]=[C:7]3[C:2]([NH:1][C:67](=[O:66])[N:8]3[CH:9]3[CH2:14][CH2:13][O:12][CH2:11][CH2:10]3)=[C:3]([C:39]([NH2:43])=[O:40])[N:4]=2)[CH:20]=[CH:19][CH:18]=1. (3) Given the reactants [OH-:1].[Na+:2].C([OH:5])C.CO.[CH:8]1[N:12]=[CH:11][N:10]([CH2:13][C:14]([P:20]([OH:23])([OH:22])=[O:21])([P:16]([OH:19])([OH:18])=[O:17])[OH:15])[CH:9]=1, predict the reaction product. The product is: [CH:8]1[N:12]=[CH:11][N:10]([CH2:13][C:14]([P:16]([O-:19])([OH:18])=[O:17])([P:20]([O-:22])([OH:23])=[O:21])[OH:15])[CH:9]=1.[OH2:5].[OH2:1].[OH2:5].[OH2:5].[Na+:2].[Na+:2]. (4) Given the reactants [Cl:1][C:2]1[CH:7]=[C:6]([Cl:8])[CH:5]=[CH:4][C:3]=1[C:9]([CH:11]1[CH2:16][CH2:15][NH:14][CH2:13][CH2:12]1)=[O:10].[C:17]([O:21][C:22](=[O:33])[NH:23][C@H:24]1[CH2:29][CH2:28][C@H:27]([CH2:30][CH:31]=O)[CH2:26][CH2:25]1)([CH3:20])([CH3:19])[CH3:18], predict the reaction product. The product is: [C:17]([O:21][C:22](=[O:33])[NH:23][C@H:24]1[CH2:25][CH2:26][C@H:27]([CH2:30][CH2:31][N:14]2[CH2:15][CH2:16][CH:11]([C:9](=[O:10])[C:3]3[CH:4]=[CH:5][C:6]([Cl:8])=[CH:7][C:2]=3[Cl:1])[CH2:12][CH2:13]2)[CH2:28][CH2:29]1)([CH3:20])([CH3:19])[CH3:18]. (5) Given the reactants [CH:1]([N:5]1[C:13]2[CH:12]=[C:11]([Cl:14])[N:10]=[CH:9][C:8]=2[C:7](I)=[N:6]1)([CH2:3][CH3:4])[CH3:2].[CH2:16]([NH2:19])[CH2:17][NH2:18].N1CCC[C@H]1C(O)=O.C(=O)([O-])[O-].[K+].[K+], predict the reaction product. The product is: [CH:1]([N:5]1[C:13]2[CH:12]=[C:11]([Cl:14])[N:10]=[CH:9][C:8]=2[C:7]([NH:18][CH2:17][CH2:16][NH2:19])=[N:6]1)([CH2:3][CH3:4])[CH3:2].